This data is from Peptide-MHC class I binding affinity with 185,985 pairs from IEDB/IMGT. The task is: Regression. Given a peptide amino acid sequence and an MHC pseudo amino acid sequence, predict their binding affinity value. This is MHC class I binding data. (1) The peptide sequence is ILDNQGRVV. The MHC is HLA-A31:01 with pseudo-sequence HLA-A31:01. The binding affinity (normalized) is 0.0847. (2) The peptide sequence is NTRDHVNLV. The MHC is HLA-A02:16 with pseudo-sequence HLA-A02:16. The binding affinity (normalized) is 0.0847. (3) The peptide sequence is LGSQEGAMHT. The MHC is HLA-B58:01 with pseudo-sequence HLA-B58:01. The binding affinity (normalized) is 0.417. (4) The peptide sequence is KRGVFVLG. The MHC is HLA-B27:05 with pseudo-sequence HLA-B27:05. The binding affinity (normalized) is 0.507. (5) The peptide sequence is KVYINHPFMY. The MHC is Mamu-B01 with pseudo-sequence Mamu-B01. The binding affinity (normalized) is 0. (6) The binding affinity (normalized) is 0.0295. The peptide sequence is HLRASTTENA. The MHC is HLA-A68:02 with pseudo-sequence HLA-A68:02. (7) The peptide sequence is TSNLQEQIGW. The MHC is HLA-A24:02 with pseudo-sequence HLA-A24:02. The binding affinity (normalized) is 0. (8) The peptide sequence is MMYASWGVH. The MHC is BoLA-D18.4 with pseudo-sequence YYSEYREISENVYESNLYIAYSDYTWEYLNYRWY. The binding affinity (normalized) is 0.683. (9) The MHC is HLA-B40:01 with pseudo-sequence HLA-B40:01. The binding affinity (normalized) is 0.373. The peptide sequence is CELTDSSWI.